From a dataset of Full USPTO retrosynthesis dataset with 1.9M reactions from patents (1976-2016). Predict the reactants needed to synthesize the given product. (1) Given the product [F:55][C:54]([F:56])([F:57])[C@:44]([O:43][CH3:42])([C:45]1[CH:50]=[CH:49][CH:48]=[CH:47][CH:46]=1)[C:51]([O:24][C@H:20]1[CH2:19][CH2:18][C@:9]2([CH3:25])[C@@H:10]3[C@@:5]([CH3:26])([CH2:6][CH2:7][C@H:8]2[C:21]1([CH3:22])[CH3:23])[C:4]1[C:12](=[CH:13][C:14]([O:16][CH3:17])=[CH:15][C:3]=1[O:2][CH3:1])[CH2:11]3)=[O:52], predict the reactants needed to synthesize it. The reactants are: [CH3:1][O:2][C:3]1[CH:15]=[C:14]([O:16][CH3:17])[CH:13]=[C:12]2[C:4]=1[C@@:5]1([CH3:26])[C@H:10]([CH2:11]2)[C@@:9]2([CH3:25])[CH2:18][CH2:19][C@H:20]([OH:24])[C:21]([CH3:23])([CH3:22])[C@@H:8]2[CH2:7][CH2:6]1.N1C=CC=CC=1.CN(C1C=CC=CN=1)C.[CH3:42][O:43][C@:44]([C:54]([F:57])([F:56])[F:55])([C:51](Cl)=[O:52])[C:45]1[CH:50]=[CH:49][CH:48]=[CH:47][CH:46]=1. (2) Given the product [NH:15]=[C:14]([N:16]1[CH2:20][CH2:19][CH2:18][CH2:17]1)[NH:13][C:11](=[NH:12])[NH:10][C:7]1[CH:8]=[CH:9][C:4]([CH2:3][CH2:2][NH:1][C:29](=[O:30])[CH2:28][CH2:32][CH2:33][CH2:34][CH:35]2[S:43][CH:38]3[NH:39][C:40](=[O:42])[NH:41][CH:37]3[CH2:36]2)=[CH:5][CH:6]=1, predict the reactants needed to synthesize it. The reactants are: [NH2:1][CH2:2][CH2:3][C:4]1[CH:9]=[CH:8][C:7]([NH:10][C:11]([NH:13][C:14]([N:16]2[CH2:20][CH2:19][CH2:18][CH2:17]2)=[NH:15])=[NH:12])=[CH:6][CH:5]=1.O=C1CCC(=O)N1[CH:28]([CH2:32][CH2:33][CH2:34][CH:35]1[S:43][CH:38]2[NH:39][C:40](=[O:42])[NH:41][CH:37]2[CH2:36]1)[C:29]([O-])=[O:30].C(N(CC)CC)C. (3) Given the product [F:16][C:10]1[CH:11]=[C:12]([I:15])[CH:13]=[CH:14][C:9]=1[NH:8][C:7]1[C:2]([NH:1][S:26]([CH:22]2[CH2:25][CH2:24][CH2:23]2)(=[O:28])=[O:27])=[C:3]2[O:21][CH2:20][CH2:19][N:4]2[C:5](=[O:18])[C:6]=1[CH3:17], predict the reactants needed to synthesize it. The reactants are: [NH2:1][C:2]1[C:7]([NH:8][C:9]2[CH:14]=[CH:13][C:12]([I:15])=[CH:11][C:10]=2[F:16])=[C:6]([CH3:17])[C:5](=[O:18])[N:4]2[CH2:19][CH2:20][O:21][C:3]=12.[CH:22]1([S:26](Cl)(=[O:28])=[O:27])[CH2:25][CH2:24][CH2:23]1. (4) Given the product [NH:1]1[CH2:11][CH2:10][CH2:9][C@@H:8]([NH:17][C:18](=[O:19])[O:20][CH2:21][C:22]2[CH:27]=[CH:26][CH:25]=[CH:24][CH:23]=2)[CH2:7]1, predict the reactants needed to synthesize it. The reactants are: [NH3:1].CS(O[CH2:7][C@H:8]([NH:17][C:18]([O:20][CH2:21][C:22]1[CH:27]=[CH:26][CH:25]=[CH:24][CH:23]=1)=[O:19])[CH2:9][CH2:10][CH2:11]OS(C)(=O)=O)(=O)=O.